This data is from NCI-60 drug combinations with 297,098 pairs across 59 cell lines. The task is: Regression. Given two drug SMILES strings and cell line genomic features, predict the synergy score measuring deviation from expected non-interaction effect. (1) Drug 1: CCC1=CC2CC(C3=C(CN(C2)C1)C4=CC=CC=C4N3)(C5=C(C=C6C(=C5)C78CCN9C7C(C=CC9)(C(C(C8N6C)(C(=O)OC)O)OC(=O)C)CC)OC)C(=O)OC.C(C(C(=O)O)O)(C(=O)O)O. Drug 2: CC(C)(C#N)C1=CC(=CC(=C1)CN2C=NC=N2)C(C)(C)C#N. Cell line: OVCAR-5. Synergy scores: CSS=54.1, Synergy_ZIP=1.02, Synergy_Bliss=1.97, Synergy_Loewe=-3.59, Synergy_HSA=1.30. (2) Drug 1: CC1CCC2CC(C(=CC=CC=CC(CC(C(=O)C(C(C(=CC(C(=O)CC(OC(=O)C3CCCCN3C(=O)C(=O)C1(O2)O)C(C)CC4CCC(C(C4)OC)OCCO)C)C)O)OC)C)C)C)OC. Drug 2: CCC1(CC2CC(C3=C(CCN(C2)C1)C4=CC=CC=C4N3)(C5=C(C=C6C(=C5)C78CCN9C7C(C=CC9)(C(C(C8N6C)(C(=O)OC)O)OC(=O)C)CC)OC)C(=O)OC)O.OS(=O)(=O)O. Cell line: MDA-MB-435. Synergy scores: CSS=13.5, Synergy_ZIP=-8.66, Synergy_Bliss=-4.19, Synergy_Loewe=-5.13, Synergy_HSA=-1.77.